This data is from Forward reaction prediction with 1.9M reactions from USPTO patents (1976-2016). The task is: Predict the product of the given reaction. (1) Given the reactants [NH:1]1[CH:6]=C[CH2:4][CH2:3][CH2:2]1.[CH2:7]1[CH2:11]O[CH2:9][CH2:8]1.[Li][CH:13]([CH2:15][CH3:16])[CH3:14].ClC[C:19]1[C:20]([CH2:25]Cl)=[CH:21][CH:22]=[CH:23][CH:24]=1.[CH2:27]([O:29][CH2:30][CH3:31])C, predict the reaction product. The product is: [CH3:27][O:29][C:30]1[CH:31]=[C:14]([C:7]23[CH2:11][C:21]4[CH:22]=[CH:23][CH:24]=[CH:19][C:20]=4[CH2:25][C:3]2([CH3:4])[CH2:2][N:1]([CH3:6])[CH2:9][CH2:8]3)[CH:13]=[CH:15][CH:16]=1. (2) Given the reactants [CH2:1]([O:8][C:9]([NH:11][C@@H:12]([C@@H:17]([O:19][CH3:20])[CH3:18])[C:13](OC)=[O:14])=[O:10])[C:2]1[CH:7]=[CH:6][CH:5]=[CH:4][CH:3]=1.O1CCCC1.[BH4-].[Na+], predict the reaction product. The product is: [OH:14][CH2:13][C@@H:12]([NH:11][C:9](=[O:10])[O:8][CH2:1][C:2]1[CH:7]=[CH:6][CH:5]=[CH:4][CH:3]=1)[C@@H:17]([O:19][CH3:20])[CH3:18]. (3) The product is: [N:3]1[CH:4]=[CH:5][CH:6]=[N:7][C:2]=1[N:11]1[CH2:10][CH:9]([CH3:8])[O:14][CH:13]([CH3:15])[CH2:12]1. Given the reactants Cl[C:2]1[N:7]=[CH:6][CH:5]=[CH:4][N:3]=1.[CH3:8][CH:9]1[O:14][CH:13]([CH3:15])[CH2:12][NH:11][CH2:10]1.C(N(C(C)C)CC)(C)C, predict the reaction product. (4) Given the reactants [C:1]([C:5]1[N:9]([CH2:10][CH:11]2[CH2:16][CH2:15][O:14][CH2:13][CH2:12]2)[C:8]2[CH:17]=[CH:18][C:19]([S:21](Cl)(=[O:23])=[O:22])=[CH:20][C:7]=2[N:6]=1)([CH3:4])([CH3:3])[CH3:2].[NH2:25][C:26]1[CH:31]=[CH:30][CH:29]=[CH:28][CH:27]=1, predict the reaction product. The product is: [C:1]([C:5]1[N:9]([CH2:10][CH:11]2[CH2:16][CH2:15][O:14][CH2:13][CH2:12]2)[C:8]2[CH:17]=[CH:18][C:19]([S:21]([NH:25][C:26]3[CH:31]=[CH:30][CH:29]=[CH:28][CH:27]=3)(=[O:23])=[O:22])=[CH:20][C:7]=2[N:6]=1)([CH3:4])([CH3:3])[CH3:2]. (5) Given the reactants [Cl:1][C:2]1[CH:37]=[CH:36][C:35]([CH2:38][CH2:39][CH2:40][O:41][CH3:42])=[CH:34][C:3]=1[CH2:4][N:5]([CH:31]1[CH2:33][CH2:32]1)[C:6](=[O:30])[CH:7]([C:28]#[N:29])[CH2:8][C:9]1[CH:10]=[N:11][C:12]([O:15][CH2:16][CH2:17][O:18][C:19]2[C:24]([Cl:25])=[CH:23][C:22]([CH3:26])=[CH:21][C:20]=2[Cl:27])=[CH:13][CH:14]=1.[BH4-].[Na+].C(Cl)Cl, predict the reaction product. The product is: [NH2:29][CH2:28][C@@H:7]([CH2:8][C:9]1[CH:10]=[N:11][C:12]([O:15][CH2:16][CH2:17][O:18][C:19]2[C:20]([Cl:27])=[CH:21][C:22]([CH3:26])=[CH:23][C:24]=2[Cl:25])=[CH:13][CH:14]=1)[C:6]([N:5]([CH2:4][C:3]1[CH:34]=[C:35]([CH2:38][CH2:39][CH2:40][O:41][CH3:42])[CH:36]=[CH:37][C:2]=1[Cl:1])[CH:31]1[CH2:32][CH2:33]1)=[O:30]. (6) Given the reactants Cl[C:2]1[N:10]=[C:9]2[C:5]([N:6]=[CH:7][NH:8]2)=[C:4]([NH:11][CH:12]2[CH2:17][CH2:16][CH2:15][CH2:14][CH2:13]2)[N:3]=1.[CH3:18][C:19]1[CH:23]=[C:22]([CH3:24])[NH:21][N:20]=1.C(#N)C, predict the reaction product. The product is: [CH:12]1([NH:11][C:4]2[N:3]=[C:2]([N:20]3[C:19]([CH3:18])=[CH:23][C:22]([CH3:24])=[N:21]3)[N:10]=[C:9]3[C:5]=2[N:6]=[CH:7][NH:8]3)[CH2:17][CH2:16][CH2:15][CH2:14][CH2:13]1.